This data is from Forward reaction prediction with 1.9M reactions from USPTO patents (1976-2016). The task is: Predict the product of the given reaction. (1) Given the reactants [CH3:1][CH2:2][N:3]1[C:9]2[N:10]=[C:11]([N:14]3[CH2:19][CH2:18][NH:17][CH2:16][CH2:15]3)[N:12]=[CH:13][C:8]=2[C:6](=[O:7])[C:5]([C:20]([OH:22])=[O:21])=[CH:4]1.[F:23][C:24]1[CH:25]=[C:26]([N:30]=[C:31]=[S:32])[CH:27]=[CH:28][CH:29]=1, predict the reaction product. The product is: [F:23][C:24]1[CH:25]=[C:26]([NH:30][C:31]([N:17]2[CH2:18][CH2:19][N:14]([C:11]3[N:12]=[CH:13][C:8]4[C:6](=[O:7])[C:5]([C:20]([OH:22])=[O:21])=[CH:4][N:3]([CH2:2][CH3:1])[C:9]=4[N:10]=3)[CH2:15][CH2:16]2)=[S:32])[CH:27]=[CH:28][CH:29]=1. (2) Given the reactants Br[C:2]1[C:7]([CH3:8])=[CH:6][C:5]([Br:9])=[CH:4][N:3]=1.C([Li])CCC.[C:15]([O:19][C:20]([N:22]1[CH2:28][CH2:27][CH2:26][C:25](=[O:29])[CH2:24][CH2:23]1)=[O:21])([CH3:18])([CH3:17])[CH3:16].[Cl-].[NH4+], predict the reaction product. The product is: [C:15]([O:19][C:20]([N:22]1[CH2:28][CH2:27][CH2:26][C:25]([C:2]2[C:7]([CH3:8])=[CH:6][C:5]([Br:9])=[CH:4][N:3]=2)([OH:29])[CH2:24][CH2:23]1)=[O:21])([CH3:18])([CH3:16])[CH3:17].